Dataset: HIV replication inhibition screening data with 41,000+ compounds from the AIDS Antiviral Screen. Task: Binary Classification. Given a drug SMILES string, predict its activity (active/inactive) in a high-throughput screening assay against a specified biological target. (1) The drug is Cc1ccc(C2=Nc3ccccc3SC(c3cccc([N+](=O)[O-])c3)C2)cc1. The result is 0 (inactive). (2) The drug is O=C(O)C(Cc1ccccc1)NCCN1CCCC1C(=O)O. The result is 0 (inactive). (3) The drug is O=[N+]([O-])c1ccccc1SSc1ccccc1[N+](=O)[O-]. The result is 0 (inactive). (4) The compound is Cc1ccccc1NC(=N)Nc1ccccc1C. The result is 0 (inactive). (5) The drug is CCc1n[nH]c(=O)n1N1C(=O)C2CC=CCC2C1=O. The result is 0 (inactive).